From a dataset of Catalyst prediction with 721,799 reactions and 888 catalyst types from USPTO. Predict which catalyst facilitates the given reaction. Reactant: [NH2:1][CH2:2][CH2:3][CH2:4][NH:5][C:6]([CH:8]1[CH:12]([C:13]2[CH:18]=[CH:17][CH:16]=[C:15]([Cl:19])[C:14]=2[F:20])[C:11]([C:23]2[CH:28]=[CH:27][C:26]([Cl:29])=[CH:25][C:24]=2[F:30])([C:21]#[N:22])[CH:10]([CH2:31][C:32]([CH3:35])([CH3:34])[CH3:33])[NH:9]1)=[O:7].[S:36](N)([NH2:39])(=[O:38])=[O:37].C(=O)([O-])[O-].[K+].[K+]. Product: [NH2:39][S:36]([NH:1][CH2:2][CH2:3][CH2:4][NH:5][C:6]([CH:8]1[CH:12]([C:13]2[CH:18]=[CH:17][CH:16]=[C:15]([Cl:19])[C:14]=2[F:20])[C:11]([C:23]2[CH:28]=[CH:27][C:26]([Cl:29])=[CH:25][C:24]=2[F:30])([C:21]#[N:22])[CH:10]([CH2:31][C:32]([CH3:35])([CH3:34])[CH3:33])[NH:9]1)=[O:7])(=[O:38])=[O:37]. The catalyst class is: 3.